From a dataset of Human Reference Interactome with 51,813 positive PPI pairs across 8,248 proteins, plus equal number of experimentally-validated negative pairs. Binary Classification. Given two protein amino acid sequences, predict whether they physically interact or not. (1) Protein 1 (ENSG00000185105) has sequence MGSTMEPPGGAYLHLGAVTSPVGTARVLQLAFGCTTFSLVAHRGGFAGVQGTFCMAAWGFCFAVSALVVACEFTRLHGCLRLSWGNFTAAFAMLATLLCATAAVLYPLYFARRECSPEPAGCAARDFRLAASVFAGLLFLAYAVEVALTRARPGQVSSYMATVSGLLKIVQAFVACIIFGALVHDSRYGRYVATQWCVAVYSLCFLATVAVVALSVMGHTGGLGCPFDRLVVVYTFLAVLLYLSAAVIWPVFCFDPKYGEPKRPPNCARGSCPWDSQLVVAIFTYVNLLLYVVDLAYSQR.... Protein 2 (ENSG00000185862) has sequence MDPKYFILILFCGHLNNTFFSKTETITTEKQSQPTLFTSSMSQVLANSQNTTGNPLGQPTQFSDTFSGQSISPAKVTAGQPTPAVYTSSEKPEAHTSAGQPLAYNTKQPTPIANTSSQQAVFTSARQLPSARTSTTQPPKSFVYTFTQQSSSVQIPSRKQITVHNPSTQPTSTVKNSPRSTPGFILDTTSNKQTPQKNNYNSIAAILIGVLLTSMLVAIIIIVLWKCLRKPVLNDQNWAGRSPFADGETPDICMDNIRENEISTKRTSIISLTPWKPSKSTLLADDLEIKLFESSENIED.... Result: 1 (the proteins interact). (2) Protein 1 (ENSG00000215193) has sequence MKSDSSTSAAPLRGLGGPLRSSEPVRAVPARAPAVDLLEEAADLLVVHLDFRAALETCERAWQSLANHAVAEEPAGTSLEVKCSLCVVGIQALAEMDRWQEVLSWVLQYYQVPEKLPPKVLELCILLYSKMQEPGAVLDVVGAWLQDPANQNLPEYGALAEFHVQRVLLPLGCLSEAEELVVGSAAFGEERRLDVLQAIHTARQQQKQEHSGSEEAQKPNLEGSVSHKFLSLPMLVRQLWDSAVSHFFSLPFKKSLLAALILCLLVVRFDPASPSSLHFLYKLAQLFRWIRKAAFSRLYQ.... Protein 2 (ENSG00000146587) has sequence MNTLQGPVSFKDVAVDFTQEEWQQLDPDEKITYRDVMLENYSHLVSVGYDTTKPNVIIKLEQGEEPWIMGGEFPCQHSPEAWRVDDLIERIQENEDKHSRQAACINSKTLTEEKENTFSQIYMETSLVPSSIIAHNCVSCGKNLESISQLISSDGSYARTKPDECNECGKTYHGEKMCEFNQNGDTYSHNEENILQKISILEKPFEYNECMEALDNEAVFIAHKRAYIGEKPYEWNDSGPDFIQMSNFNAYQRSQMEMKPFECSECGKSFCKKSKFIIHQRAHTGEKPYECNVCGKSFSQ.... Result: 0 (the proteins do not interact). (3) Protein 1 (ENSG00000170832) has sequence MGAKESRIGFLSYEEALRRVTDVELKRLKDAFKRTCGLSYYMGQHCFIREVLGDGVPPKVAEVIYCSFGGTSKGLHFNNLIVGLVLLTRGKDEEKAKYIFSLFSSESGNYVIREEMERMLHVVDGKVPDTLRKCFSEGEKVNYEKFRNWLFLNKDAFTFSRWLLSGGVYVTLTDDSDTPTFYQTLAGVTHLEESDIIDLEKRYWLLKAQSRTGRFDLETFGPLVSPPIRPSLSEGLFNAFDENRDNHIDFKEISCGLSACCRGPLAERQKFCFKVFDVDRDGVLSRVELRDMVVALLEVW.... Protein 2 (ENSG00000072110) has sequence MDHYDSQQTNDYMQPEEDWDRDLLLDPAWEKQQRKTFTAWCNSHLRKAGTQIENIEEDFRDGLKLMLLLEVISGERLAKPERGKMRVHKISNVNKALDFIASKGVKLVSIGAEEIVDGNVKMTLGMIWTIILRFAIQDISVEETSAKEGLLLWCQRKTAPYKNVNIQNFHISWKDGLGFCALIHRHRPELIDYGKLRKDDPLTNLNTAFDVAEKYLDIPKMLDAEDIVGTARPDEKAIMTYVSSFYHAFSGAQKAETAANRICKVLAVNQENEQLMEDYEKLASDLLEWIRRTIPWLENR.... Result: 0 (the proteins do not interact). (4) Protein 1 (ENSG00000185246) has sequence MQNSHMDEYRNSSNGSTGNSSEVVVEHPTDFSTEIMNVTEMEQSPDDSPNVNASTEETEMASAVDLPVTLTETEANFPPEYEKFWKTVENNPQDFTGWVYLLQYVEQENHLMAARKAFDRFFIHYPYCYGYWKKYADLEKRHDNIKPSDEVYRRGLQAIPLSVDLWIHYINFLKETLDPGDPETNNTIRGTFEHAVLAAGTDFRSDRLWEMYINWENEQGNLREVTAIYDRILGIPTQLYSHHFQRFKEHVQNNLPRDLLTGEQFIQLRRELASVNGHSGDDGPPGDDLPSGIEDITDPA.... Protein 2 (ENSG00000110851) has sequence MHHRMNEMNLSPVGMEQLTSSSVSNALPVSGSHLGLAASPTHSAIPAPGLPVAIPNLGPSLSSLPSALSLMLPMGIGDRGVMCGLPERNYTLPPPPYPHLESSYFRTILPGILSYLADRPPPQYIHPNSINVDGNTALSITNNPSALDPYQSNGNVGLEPGIVSIDSRSVNTHGAQSLHPSDGHEVALDTAITMENVSRVTSPISTDGMAEELTMDGVAGEHSQIPNGSRSHEPLSVDSVSNNLAADAVGHGGVIPMHGNGLELPVVMETDHIASRVNGMSDSALSDSIHTVAMSTNSVS.... Result: 0 (the proteins do not interact). (5) Protein 1 (ENSG00000116741) has sequence MQSAMFLAVQHDCRPMDKSAGSGHKSEEKREKMKRTLLKDWKTRLSYFLQNSSTPGKPKTGKKSKQQAFIKPSPEEAQLWSEAFDELLASKYGLAAFRAFLKSEFCEENIEFWLACEDFKKTKSPQKLSSKARKIYTDFIEKEAPKEINIDFQTKTLIAQNIQEATSGCFTTAQKRVYSLMENNSYPRFLESEFYQDLCKKPQITTEPHAT*. Protein 2 (ENSG00000135144) has sequence MSRPGHGGLMPVNGLGFPPQNVARVVVWEWLNEHSRWRPYTATVCHHIENVLKEDARGSVVLGQVDAQLVPYIIDLQSMHQFRQDTGTMRPVRRNFYDPSSAPGKGIVWEWENDGGAWTAYDMDICITIQNAYEKQHPWLDLSSLGFCYLIYFNSMSQMNRQTRRRRRLRRRLDLAYPLTVGSIPKSQSWPVGASSGQPCSCQQCLLVNSTRAASNAILASQRRKAPPAPPLPPPPPPGGPPGALAVRPSATFTGAALWAAPAAGPAEPAPPPGAPPRSPGAPGGARTPGQNNLNRPGPQ.... Result: 0 (the proteins do not interact). (6) Protein 1 (ENSG00000111276) has sequence MSNVRVSNGSPSLERMDARQAEHPKPSACRNLFGPVDHEELTRDLEKHCRDMEEASQRKWNFDFQNHKPLEGKYEWQEVEKGSLPEFYYRPPRPPKGACKVPAQESQDVSGSRPAAPLIGAPANSEDTHLVDPKTDPSDSQTGLAEQCAGIRKRPATDDSSTQNKRANRTEENVSDGSPNAGSVEQTPKKPGLRRRQT*MSNVRVSNGSPSLERMDARQAEHPKPSACRNLFGPVDHEELTRDLEKHCRDMEEASQRKWNFDFQNHKPLEGKYEWQEVEKGSLPEFYYRPPRPPKGACKV.... Protein 2 (ENSG00000170915) has sequence MTTAILERLSTLSVSGQQLRRLPKILEDGLPKMPCTVPETDVPQLFREPYIRTGYRPTGHEWRYYFFSLFQKHNEVVNVWTHLLAALAVLLRFWAFAEAEALPWASTHSLPLLLFILSSITYLTCSLLAHLLQSKSELSHYTFYFVDYVGVSVYQYGSALAHFFYSSDQAWYDRFWLFFLPAAAFCGWLSCAGCCYAKYRYRRPYPVMRKICQVVPAGLAFILDISPVAHRVALCHLAGCQEQAAWYHTLQILFFLVSAYFFSCPVPEKYFPGSCDIVGHGHQIFHAFLSICTLSQLEAI.... Result: 0 (the proteins do not interact).